Dataset: Full USPTO retrosynthesis dataset with 1.9M reactions from patents (1976-2016). Task: Predict the reactants needed to synthesize the given product. (1) Given the product [Br:16][C:13]1[CH:14]=[CH:15][C:10]([CH:8]([CH3:7])[CH:42]=[O:45])=[C:11]([Cl:17])[CH:12]=1, predict the reactants needed to synthesize it. The reactants are: CC(C)([O-])C.[K+].[CH3:7][C:8]([C:10]1[CH:15]=[CH:14][C:13]([Br:16])=[CH:12][C:11]=1[Cl:17])=O.[Cl-].COC[P+](C1C=CC=CC=1)(C1C=CC=CC=1)C1C=CC=CC=1.Cl.[C:42]([O-:45])(O)=O.[Na+]. (2) Given the product [CH2:27]([O:26][C:24]([C:23]1[CH:29]=[CH:30][C:31]2[O:32][C:2]([C:11]3[CH:16]=[CH:15][CH:14]=[C:13]([O:17][CH3:18])[CH:12]=3)([C:3]3[CH:8]=[CH:7][CH:6]=[C:5]([O:9][CH3:10])[CH:4]=3)[O:20][C:21]=2[CH:22]=1)=[O:25])[CH3:28], predict the reactants needed to synthesize it. The reactants are: Cl[C:2](Cl)([C:11]1[CH:16]=[CH:15][CH:14]=[C:13]([O:17][CH3:18])[CH:12]=1)[C:3]1[CH:8]=[CH:7][CH:6]=[C:5]([O:9][CH3:10])[CH:4]=1.[OH:20][C:21]1[CH:22]=[C:23]([CH:29]=[CH:30][C:31]=1[OH:32])[C:24]([O:26][CH2:27][CH3:28])=[O:25]. (3) Given the product [Cl:26][C:27]1[N:32]=[N:31][C:30]([O:34][C:35]2[CH:40]=[CH:39][CH:38]=[CH:37][C:36]=2[CH:41]2[CH2:43][CH2:42]2)=[C:29]([OH:10])[CH:28]=1, predict the reactants needed to synthesize it. The reactants are: C1(C2C=CC=CC=2[OH:10])CC1.CC(C)([O-])C.[K+].ClC1N=[N+]([O-])C(Cl)=CC=1.[Cl:26][C:27]1[N+:32]([O-])=[N:31][C:30]([O:34][C:35]2[CH:40]=[CH:39][CH:38]=[CH:37][C:36]=2[CH:41]2[CH2:43][CH2:42]2)=[CH:29][CH:28]=1.ClC1N=[N+]([O-])C(OC2C=CC=CC=2C2CC2)=CC=1. (4) Given the product [CH:37]([O:36][C:34]([N:21]1[CH2:22][CH2:23][CH:18]([N:4]([CH:1]2[CH2:2][CH2:3]2)[C:5]([C:7]2[CH:12]=[N:11][C:10]([N:13]3[CH:17]=[CH:16][N:15]=[CH:14]3)=[N:9][CH:8]=2)=[O:6])[CH2:19][CH2:20]1)=[O:35])([CH3:39])[CH3:38], predict the reactants needed to synthesize it. The reactants are: [CH:1]1([N:4]([CH:18]2[CH2:23][CH2:22][NH:21][CH2:20][CH2:19]2)[C:5]([C:7]2[CH:8]=[N:9][C:10]([N:13]3[CH:17]=[CH:16][N:15]=[CH:14]3)=[N:11][CH:12]=2)=[O:6])[CH2:3][CH2:2]1.C(N(CC)C(C)C)(C)C.Cl[C:34]([O:36][CH:37]([CH3:39])[CH3:38])=[O:35]. (5) The reactants are: [OH:1][C:2]1[CH:3]=[C:4]2[C:9](=[CH:10][CH:11]=1)[NH:8][C:7]([C:12]([OH:14])=O)=[CH:6][C:5]2=[O:15].[O:16]([CH:23]1[CH2:28][CH2:27][NH:26][CH2:25][CH2:24]1)[C:17]1[CH:22]=[CH:21][CH:20]=[CH:19][CH:18]=1. Given the product [OH:1][C:2]1[CH:3]=[C:4]2[C:9](=[CH:10][CH:11]=1)[NH:8][C:7]([C:12]([N:26]1[CH2:27][CH2:28][CH:23]([O:16][C:17]3[CH:22]=[CH:21][CH:20]=[CH:19][CH:18]=3)[CH2:24][CH2:25]1)=[O:14])=[CH:6][C:5]2=[O:15], predict the reactants needed to synthesize it. (6) The reactants are: [C:1](=[O:4])([O-])[O-].[K+].[K+].Br[C:8]1[CH:13]=[CH:12][C:11]([CH2:14][CH:15]([NH:26][C:27]([O:29][C:30]([CH3:33])([CH3:32])[CH3:31])=[O:28])[C:16]([O:18][CH2:19][C:20]2[CH:25]=[CH:24][CH:23]=[CH:22][CH:21]=2)=[O:17])=[CH:10][CH:9]=1. Given the product [C:30]([O:29][C:27]([NH:26][CH:15]([CH2:14][C:11]1[CH:12]=[CH:13][C:8]([C:8]2[CH:13]=[CH:12][CH:11]=[C:10]([CH:1]=[O:4])[CH:9]=2)=[CH:9][CH:10]=1)[C:16]([O:18][CH2:19][C:20]1[CH:25]=[CH:24][CH:23]=[CH:22][CH:21]=1)=[O:17])=[O:28])([CH3:33])([CH3:32])[CH3:31], predict the reactants needed to synthesize it.